From a dataset of Reaction yield outcomes from USPTO patents with 853,638 reactions. Predict the reaction yield, written as a fraction of the theoretical maximum amount of product (1.0 means a 100% yield; for example, 0.34 means a 34% yield). (1) The reactants are [CH3:1][O:2][C:3]([C:5]1[CH:6]=[C:7]([F:24])[CH:8]=[C:9]2[C:14]=1[NH:13][CH:12]([C:15]1[CH:20]=[CH:19][CH:18]=[C:17](Br)[CH:16]=1)[CH2:11][C:10]2([CH3:23])[CH3:22])=[O:4].[F:25][C:26]1[CH:31]=[CH:30][CH:29]=[CH:28][C:27]=1[N:32]1[CH2:37][CH2:36][NH:35][CH2:34][CH2:33]1.C(=O)([O-])[O-].[Cs+].[Cs+].C(OCC)(=O)C. The catalyst is C1(C)C=CC=CC=1.C([O-])(=O)C.[Pd+2].C([O-])(=O)C.CC1(C)C2C(=C(P(C3C=CC=CC=3)C3C=CC=CC=3)C=CC=2)OC2C(P(C3C=CC=CC=3)C3C=CC=CC=3)=CC=CC1=2. The product is [CH3:1][O:2][C:3]([C:5]1[CH:6]=[C:7]([F:24])[CH:8]=[C:9]2[C:14]=1[NH:13][CH:12]([C:15]1[CH:20]=[CH:19][CH:18]=[C:17]([N:35]3[CH2:34][CH2:33][N:32]([C:27]4[CH:28]=[CH:29][CH:30]=[CH:31][C:26]=4[F:25])[CH2:37][CH2:36]3)[CH:16]=1)[CH2:11][C:10]2([CH3:23])[CH3:22])=[O:4]. The yield is 0.600. (2) The reactants are [CH3:1][O:2][C:3]1[CH:20]=[CH:19][C:6]([CH2:7][N:8]2[C:12]3[N:13]=[CH:14][CH:15]=[C:16]([OH:17])[C:11]=3[C:10]([CH3:18])=[N:9]2)=[CH:5][CH:4]=1.Cl[C:22]1[N:27]=[CH:26][C:25]([N+:28]([O-:30])=[O:29])=[CH:24][N:23]=1.C(=O)([O-])[O-].[Cs+].[Cs+].CN(C=O)C. The catalyst is CCOC(C)=O.CCCCCC. The product is [CH3:1][O:2][C:3]1[CH:4]=[CH:5][C:6]([CH2:7][N:8]2[C:12]3=[N:13][CH:14]=[CH:15][C:16]([O:17][C:22]4[N:27]=[CH:26][C:25]([N+:28]([O-:30])=[O:29])=[CH:24][N:23]=4)=[C:11]3[C:10]([CH3:18])=[N:9]2)=[CH:19][CH:20]=1. The yield is 0.290. (3) The reactants are [OH-].[Na+].[SH:3][C:4]1[CH:13]=[CH:12][C:7]([C:8]([O:10][CH3:11])=[O:9])=[CH:6][CH:5]=1.[Cl:14][C:15]1[N:20]=[C:19](Cl)[CH:18]=[CH:17][N:16]=1. The catalyst is CO.O. The product is [Cl:14][C:15]1[N:20]=[C:19]([S:3][C:4]2[CH:5]=[CH:6][C:7]([C:8]([O:10][CH3:11])=[O:9])=[CH:12][CH:13]=2)[CH:18]=[CH:17][N:16]=1. The yield is 0.970. (4) The reactants are [Br:1][C:2]1[CH:3]=[N:4][C:5](Cl)=[N:6][CH:7]=1.CC(C)([O-])C.[K+].[CH2:15]([OH:18])[CH:16]=[CH2:17]. The catalyst is O1CCCC1.O. The product is [CH2:15]([O:18][C:5]1[N:4]=[CH:3][C:2]([Br:1])=[CH:7][N:6]=1)[CH:16]=[CH2:17]. The yield is 0.700.